From a dataset of Catalyst prediction with 721,799 reactions and 888 catalyst types from USPTO. Predict which catalyst facilitates the given reaction. (1) Reactant: [Cl:1][C:2]1[CH:3]=[C:4]([CH:6]=[CH:7][CH:8]=1)[NH2:5].[N:9]([O-])=O.[Na+].[F:13][B-:14]([F:17])([F:16])[F:15].[Na+]. Product: [F:13][B-:14]([F:17])([F:16])[F:15].[Cl:1][C:2]1[CH:3]=[C:4]([N+:5]#[N:9])[CH:6]=[CH:7][CH:8]=1. The catalyst class is: 223. (2) Reactant: C([O:3][CH:4](OCC)[CH2:5][CH2:6][C:7]1[CH:8]=[C:9]2[C:14](=[CH:15][CH:16]=1)[N:13]=[CH:12][CH:11]=[CH:10]2)C.Cl. Product: [N:13]1[C:14]2[C:9](=[CH:8][C:7]([CH2:6][CH2:5][CH:4]=[O:3])=[CH:16][CH:15]=2)[CH:10]=[CH:11][CH:12]=1. The catalyst class is: 13.